Predict the reactants needed to synthesize the given product. From a dataset of Full USPTO retrosynthesis dataset with 1.9M reactions from patents (1976-2016). (1) Given the product [Cl:1][C:2]1[C:3]2[C:7]([CH:8]=[C:9]([C:11]([NH:13][CH2:14][C:15]3[CH:20]=[CH:19][CH:18]=[C:17]([Cl:21])[CH:16]=3)=[O:12])[CH:10]=1)=[N:6][N:5]([CH2:23][CH2:24][N:25]1[CH:29]=[CH:28][CH:27]=[N:26]1)[CH:4]=2, predict the reactants needed to synthesize it. The reactants are: [Cl:1][C:2]1[CH:10]=[C:9]([C:11]([NH:13][CH2:14][C:15]2[CH:20]=[CH:19][CH:18]=[C:17]([Cl:21])[CH:16]=2)=[O:12])[CH:8]=[C:7]2[C:3]=1[CH:4]=[N:5][NH:6]2.Cl[CH2:23][CH2:24][N:25]1[CH:29]=[CH:28][CH:27]=[N:26]1.ClC1C=CC=C2C=1C=NN2. (2) Given the product [O:1]1[CH2:7][CH2:6][CH2:5][O:4][C:3]2[CH:8]=[C:9]([CH:12]3[S:16][C:15]([N:17]4[CH2:22][CH2:21][CH:20]([C:23]([NH2:25])=[O:24])[CH2:19][CH2:18]4)=[N:14][C:13]3=[O:44])[CH:10]=[CH:11][C:2]1=2, predict the reactants needed to synthesize it. The reactants are: [O:1]1[CH2:7][CH2:6][CH2:5][O:4][C:3]2[CH:8]=[C:9]([C:12]3[S:16][C:15]([N:17]4[CH2:22][CH2:21][CH:20]([C:23]([NH2:25])=[O:24])[CH2:19][CH2:18]4)=[N:14][CH:13]=3)[CH:10]=[CH:11][C:2]1=2.[B-](F)(F)(F)F.[B-](F)(F)(F)F.C1[N+]2([OH:44])CC[N+](F)(CC2)C1. (3) Given the product [Cl-:18].[CH3:6][C:7]1[CH:14]=[CH:13][CH:12]=[CH:11][C:8]=1[CH:9]=[N+:1]1[CH2:5][CH2:4][CH2:3][CH2:2]1, predict the reactants needed to synthesize it. The reactants are: [NH:1]1[CH2:5][CH2:4][CH2:3][CH2:2]1.[CH3:6][C:7]1[CH:14]=[CH:13][CH:12]=[CH:11][C:8]=1[CH:9]=O.C([Cl:18])(=O)C.